This data is from hERG potassium channel inhibition data for cardiac toxicity prediction from Karim et al.. The task is: Regression/Classification. Given a drug SMILES string, predict its toxicity properties. Task type varies by dataset: regression for continuous values (e.g., LD50, hERG inhibition percentage) or binary classification for toxic/non-toxic outcomes (e.g., AMES mutagenicity, cardiotoxicity, hepatotoxicity). Dataset: herg_karim. (1) The drug is c1nc(N[C@H]2CC[C@H](N3CCOCC3)CC2)c2c(C3CCOCC3)c[nH]c2n1. The result is 0 (non-blocker). (2) The compound is Cc1ccc2c(c1)CC(CCN(C)C)=C2[C@@H](C)c1nccs1. The result is 1 (blocker). (3) The compound is O=C(COc1cccc(Cl)c1)NC1CCN(Cc2ccn(-c3ccc(C(F)(F)F)cc3)c2)CC1. The result is 1 (blocker). (4) The molecule is O=C(c1ccncc1)N1CCC2(CCN(Cc3cccc4c3OCC4)CC2)CC1. The result is 1 (blocker).